This data is from Catalyst prediction with 721,799 reactions and 888 catalyst types from USPTO. The task is: Predict which catalyst facilitates the given reaction. (1) Reactant: [Cl:1][C:2]1[CH:3]=[CH:4][C:5]([OH:22])=[C:6]2[C:11]=1[NH:10][C:9](=[O:12])[C:8]([CH2:13][C:14]1[CH:19]=[CH:18][C:17]([Cl:20])=[CH:16][CH:15]=1)=[C:7]2[CH3:21].CN(C)C=O.[H-].[Na+].[CH3:30][O:31][C:32](=[O:37])[C:33](Br)([CH3:35])[CH3:34]. Product: [CH3:30][O:31][C:32](=[O:37])[C:33]([O:22][C:5]1[CH:4]=[CH:3][C:2]([Cl:1])=[C:11]2[C:6]=1[C:7]([CH3:21])=[C:8]([CH2:13][C:14]1[CH:19]=[CH:18][C:17]([Cl:20])=[CH:16][CH:15]=1)[C:9](=[O:12])[NH:10]2)([CH3:35])[CH3:34]. The catalyst class is: 6. (2) Reactant: [NH:1]1[CH2:6][CH2:5][C:4](=[N:7][O:8][CH:9]2[CH2:14][CH2:13][N:12]([C:15]([O:17][CH:18]([CH3:20])[CH3:19])=[O:16])[CH2:11][CH2:10]2)[CH2:3][CH2:2]1.[F:21][C:22]1[CH:27]=[C:26](F)[C:25]([F:29])=[CH:24][C:23]=1[C:30](=[O:32])[CH3:31].CCN(C(C)C)C(C)C. Product: [CH:18]([O:17][C:15]([N:12]1[CH2:11][CH2:10][CH:9]([O:8][N:7]=[C:4]2[CH2:3][CH2:2][N:1]([C:26]3[CH:27]=[C:22]([F:21])[C:23]([C:30](=[O:32])[CH3:31])=[CH:24][C:25]=3[F:29])[CH2:6][CH2:5]2)[CH2:14][CH2:13]1)=[O:16])([CH3:20])[CH3:19]. The catalyst class is: 16. (3) Reactant: [C:1]([O:7][CH2:8][C@H:9]([C:15]1[C:16]([Br:30])=[C:17]2[C:22](=[CH:23][C:24]=1[CH3:25])[N:21]=[C:20]([O:26]C(=O)C)[CH:19]=[CH:18]2)[O:10][C:11]([CH3:14])([CH3:13])[CH3:12])(=[O:6])[C:2]([CH3:5])([CH3:4])[CH3:3].CN. Product: [C:1]([O:7][CH2:8][C@H:9]([C:15]1[C:16]([Br:30])=[C:17]2[C:22](=[CH:23][C:24]=1[CH3:25])[NH:21][C:20](=[O:26])[CH:19]=[CH:18]2)[O:10][C:11]([CH3:14])([CH3:13])[CH3:12])(=[O:6])[C:2]([CH3:3])([CH3:4])[CH3:5]. The catalyst class is: 8.